Dataset: Reaction yield outcomes from USPTO patents with 853,638 reactions. Task: Predict the reaction yield, written as a fraction of the theoretical maximum amount of product (1.0 means a 100% yield; for example, 0.34 means a 34% yield). (1) The reactants are [Br:1][CH2:2][C:3]1[C:11]2[C:10](=[O:12])[C:9]([C:13](=[O:17])[CH:14]([CH3:16])[CH3:15])=[CH:8][N:7]([CH2:18][C:19]3[C:24]([F:25])=[CH:23][CH:22]=[CH:21][C:20]=3[F:26])[C:6]=2[S:5][C:4]=1[C:27]1[CH:32]=[CH:31][CH:30]=[CH:29][CH:28]=1.[N+:33]([O-])([O-:35])=[O:34].[Na+].O. The catalyst is CS(O)(=O)=O.C(OCC)(=O)C. The product is [Br:1][CH2:2][C:3]1[C:11]2[C:10](=[O:12])[C:9]([C:13](=[O:17])[CH:14]([CH3:16])[CH3:15])=[CH:8][N:7]([CH2:18][C:19]3[C:20]([F:26])=[CH:21][CH:22]=[CH:23][C:24]=3[F:25])[C:6]=2[S:5][C:4]=1[C:27]1[CH:32]=[CH:31][C:30]([N+:33]([O-:35])=[O:34])=[CH:29][CH:28]=1. The yield is 0.745. (2) The reactants are [N+:1]([CH2:3][C:4]([O:6][CH3:7])=[O:5])#[C-:2].[H-].[Na+].Br[C:11]1[S:12][C:13]([Br:16])=[CH:14][N:15]=1. The catalyst is CN(C)C=O.O1CCCC1.[Cl-].[Na+].O. The product is [Br:16][C:13]1[S:12][C:11]2=[C:3]([C:4]([O:6][CH3:7])=[O:5])[N:1]=[CH:2][N:15]2[CH:14]=1. The yield is 0.850.